Dataset: Catalyst prediction with 721,799 reactions and 888 catalyst types from USPTO. Task: Predict which catalyst facilitates the given reaction. (1) Reactant: [CH2:1]([S:3][C:4]1[N:5]=[C:6]([N:24]2[CH2:29][CH2:28][NH:27][CH2:26][CH2:25]2)[C:7]2[S:12][C:11]3[N:13]=[C:14]([C:18]4[CH:23]=[CH:22][CH:21]=[CH:20][CH:19]=4)[CH:15]=[C:16]([CH3:17])[C:10]=3[C:8]=2[N:9]=1)[CH3:2].[OH:30]O. Product: [CH2:1]([S:3]([C:4]1[N:5]=[C:6]([N:24]2[CH2:25][CH2:26][NH:27][CH2:28][CH2:29]2)[C:7]2[S:12][C:11]3[N:13]=[C:14]([C:18]4[CH:23]=[CH:22][CH:21]=[CH:20][CH:19]=4)[CH:15]=[C:16]([CH3:17])[C:10]=3[C:8]=2[N:9]=1)=[O:30])[CH3:2]. The catalyst class is: 15. (2) Reactant: Cl[CH2:2][C:3]1[CH:8]=[CH:7][C:6]([C:9]2[N:13]3[C:14]4[CH:26]=[CH:25][CH:24]=[N:23][C:15]=4[NH:16][C:17]4[CH:22]=[CH:21][CH:20]=[CH:19][C:18]=4[C:12]3=[N:11][N:10]=2)=[CH:5][CH:4]=1.[NH:27]1[CH2:32][CH2:31][CH:30]([NH:33][C:34](=[O:40])[O:35][C:36]([CH3:39])([CH3:38])[CH3:37])[CH2:29][CH2:28]1.C(N(CC)CC)C. The catalyst class is: 287. Product: [N:11]1[N:10]=[C:9]([C:6]2[CH:5]=[CH:4][C:3]([CH2:2][N:27]3[CH2:28][CH2:29][CH:30]([NH:33][C:34](=[O:40])[O:35][C:36]([CH3:38])([CH3:37])[CH3:39])[CH2:31][CH2:32]3)=[CH:8][CH:7]=2)[N:13]2[C:12]=1[C:18]1[CH:19]=[CH:20][CH:21]=[CH:22][C:17]=1[NH:16][C:15]1[N:23]=[CH:24][CH:25]=[CH:26][C:14]2=1.